Dataset: Forward reaction prediction with 1.9M reactions from USPTO patents (1976-2016). Task: Predict the product of the given reaction. (1) The product is: [I:17][C:14]1[C:15]2[S:16][C:9]([C:3]3[CH:4]=[CH:5][CH:6]=[CH:7][CH:8]=3)=[CH:10][C:11]=2[NH:12][N:13]=1. Given the reactants [OH-].[K+].[C:3]1([C:9]2[S:16][C:15]3[CH:14]=[N:13][NH:12][C:11]=3[CH:10]=2)[CH:8]=[CH:7][CH:6]=[CH:5][CH:4]=1.[I:17]I.OS([O-])=O.[Na+], predict the reaction product. (2) Given the reactants [F:1][C:2]1[CH:7]=[CH:6][CH:5]=[CH:4][C:3]=1[N:8]1[C:16]2[C:11](=[C:12]([N:17]3[CH2:21][CH2:20][NH:19][C:18]3=[O:22])[CH:13]=[CH:14][CH:15]=2)[CH:10]=[N:9]1.[H-].[Na+].Cl[CH2:26][C:27]1[O:28][C:29]([CH:32]2[CH2:35][CH2:34][CH2:33]2)=[N:30][N:31]=1, predict the reaction product. The product is: [CH:32]1([C:29]2[O:28][C:27]([CH2:26][N:19]3[CH2:20][CH2:21][N:17]([C:12]4[CH:13]=[CH:14][CH:15]=[C:16]5[C:11]=4[CH:10]=[N:9][N:8]5[C:3]4[CH:4]=[CH:5][CH:6]=[CH:7][C:2]=4[F:1])[C:18]3=[O:22])=[N:31][N:30]=2)[CH2:35][CH2:34][CH2:33]1. (3) The product is: [Br:25][C:23]1[CH:24]=[C:19]([NH:1][C:2]2[S:3][C:4]3[CH2:5][N:6]([C:11]([O:13][C:14]([CH3:17])([CH3:16])[CH3:15])=[O:12])[CH2:7][CH2:8][C:9]=3[N:10]=2)[C:20](=[O:27])[N:21]([CH3:26])[CH:22]=1. Given the reactants [NH2:1][C:2]1[S:3][C:4]2[CH2:5][N:6]([C:11]([O:13][C:14]([CH3:17])([CH3:16])[CH3:15])=[O:12])[CH2:7][CH2:8][C:9]=2[N:10]=1.Br[C:19]1[C:20](=[O:27])[N:21]([CH3:26])[CH:22]=[C:23]([Br:25])[CH:24]=1.CC1(C)C2C(=C(P(C3C=CC=CC=3)C3C=CC=CC=3)C=CC=2)OC2C(P(C3C=CC=CC=3)C3C=CC=CC=3)=CC=CC1=2.C([O-])([O-])=O.[Cs+].[Cs+], predict the reaction product. (4) Given the reactants [CH3:1][C:2]1[C:3]([C:11]2[S:15][C:14]([C:16]([OH:18])=O)=[CH:13][CH:12]=2)=[N:4][O:5][C:6]=1[C:7]([F:10])([F:9])[F:8].[CH3:19][N:20]1[CH2:26][CH2:25][CH2:24][NH:23][CH2:22][CH2:21]1, predict the reaction product. The product is: [CH3:19][N:20]1[CH2:26][CH2:25][CH2:24][N:23]([C:16]([C:14]2[S:15][C:11]([C:3]3[C:2]([CH3:1])=[C:6]([C:7]([F:8])([F:9])[F:10])[O:5][N:4]=3)=[CH:12][CH:13]=2)=[O:18])[CH2:22][CH2:21]1. (5) Given the reactants [F:1][C:2]1[CH:3]=[C:4]([NH2:26])[CH:5]=[CH:6][C:7]=1[C:8]1[S:9][C:10]2[C:15]([N:16]=1)=[CH:14][CH:13]=[C:12]([C:17]1([C:20]3[CH:25]=[CH:24][CH:23]=[CH:22][CH:21]=3)[CH2:19][CH2:18]1)[N:11]=2.O=[C:28]1[CH2:31][CH:30]([C:32]([OH:34])=[O:33])[CH2:29]1.C(N(CC)CC)C, predict the reaction product. The product is: [F:1][C:2]1[CH:3]=[C:4]([NH:26][CH:28]2[CH2:31][CH:30]([C:32]([OH:34])=[O:33])[CH2:29]2)[CH:5]=[CH:6][C:7]=1[C:8]1[S:9][C:10]2[C:15]([N:16]=1)=[CH:14][CH:13]=[C:12]([C:17]1([C:20]3[CH:21]=[CH:22][CH:23]=[CH:24][CH:25]=3)[CH2:18][CH2:19]1)[N:11]=2. (6) Given the reactants [CH3:1][Mg]Br.[Cl:4][C:5]1[CH:10]=[CH:9][C:8]([C@H:11]2[N:18]3[C:14]([S:15][C:16]([C:22](N(OC)C)=[O:23])=[C:17]3[CH:19]([CH3:21])[CH3:20])=[N:13][C@:12]2([C:29]2[CH:34]=[CH:33][C:32]([Cl:35])=[CH:31][CH:30]=2)[CH3:28])=[CH:7][CH:6]=1.[Cl-].[NH4+], predict the reaction product. The product is: [Cl:4][C:5]1[CH:6]=[CH:7][C:8]([C@H:11]2[N:18]3[C:14]([S:15][C:16]([C:22](=[O:23])[CH3:1])=[C:17]3[CH:19]([CH3:20])[CH3:21])=[N:13][C@:12]2([C:29]2[CH:30]=[CH:31][C:32]([Cl:35])=[CH:33][CH:34]=2)[CH3:28])=[CH:9][CH:10]=1.